Task: Predict the product of the given reaction.. Dataset: Forward reaction prediction with 1.9M reactions from USPTO patents (1976-2016) Given the reactants [O:1]1[CH2:6][CH2:5][N:4]([CH2:7][CH2:8][O:9][C:10]2[CH:15]=[CH:14][C:13]([C:16]3[CH:17]=[CH:18][C:19]([CH2:22][C:23](OC)=[O:24])=[N:20][CH:21]=3)=[CH:12][CH:11]=2)[CH2:3][CH2:2]1.[CH2:27]([NH2:34])[C:28]1[CH:33]=[CH:32][CH:31]=[CH:30][CH:29]=1.C1(OC)C=CC=CC=1, predict the reaction product. The product is: [O:1]1[CH2:2][CH2:3][N:4]([CH2:7][CH2:8][O:9][C:10]2[CH:11]=[CH:12][C:13]([C:16]3[CH:17]=[CH:18][C:19]([CH2:22][C:23]([NH:34][CH2:27][C:28]4[CH:33]=[CH:32][CH:31]=[CH:30][CH:29]=4)=[O:24])=[N:20][CH:21]=3)=[CH:14][CH:15]=2)[CH2:5][CH2:6]1.